From a dataset of Forward reaction prediction with 1.9M reactions from USPTO patents (1976-2016). Predict the product of the given reaction. (1) Given the reactants Cl[C:2]1[CH:7]=[CH:6][N:5]=[C:4]([C:8]2[C:12]3[C:13]([NH:17][CH:18]([CH3:20])[CH3:19])=[N:14][CH:15]=[CH:16][C:11]=3[N:10](C(C3C=CC=CC=3)(C3C=CC=CC=3)C3C=CC=CC=3)[N:9]=2)[CH:3]=1.[CH:40]([NH:43][C:44]1[C:49]2C([Sn](C)(C)C)=NN(C(C3C=CC=CC=3)(C3C=CC=CC=3)C3C=CC=CC=3)C=2C=CN=1)(C)[CH3:41].BrC1C=C(Cl)C=CN=1.[Li+].[Cl-].C1C[O:89]CC1, predict the reaction product. The product is: [CH:18]([NH:17][C:13]1[C:12]2[C:8]([C:4]3[CH:3]=[C:2]([N:43]4[CH2:44][CH2:49][O:89][CH2:41][CH2:40]4)[CH:7]=[CH:6][N:5]=3)=[N:9][NH:10][C:11]=2[CH:16]=[CH:15][N:14]=1)([CH3:19])[CH3:20]. (2) The product is: [ClH:43].[F:41][C:32]1[CH:31]=[C:30]([CH:35]=[CH:34][C:33]=1[O:36][C:37]([F:40])([F:38])[F:39])[CH2:29][NH:28][C:27]([C@H:10]1[CH2:9][NH:8][CH2:13][CH2:12][N:11]1[S:14]([C:17]1[CH:22]=[CH:21][C:20]([C:23]([F:26])([F:25])[F:24])=[CH:19][CH:18]=1)(=[O:15])=[O:16])=[O:42]. Given the reactants C(OC([N:8]1[CH2:13][CH2:12][N:11]([S:14]([C:17]2[CH:22]=[CH:21][C:20]([C:23]([F:26])([F:25])[F:24])=[CH:19][CH:18]=2)(=[O:16])=[O:15])[C@@H:10]([C:27](=[O:42])[NH:28][CH2:29][C:30]2[CH:35]=[CH:34][C:33]([O:36][C:37]([F:40])([F:39])[F:38])=[C:32]([F:41])[CH:31]=2)[CH2:9]1)=O)(C)(C)C.[ClH:43].O1CCOCC1, predict the reaction product. (3) Given the reactants [Cl:1][C:2]1[CH:7]=[C:6]([NH:8][NH2:9])[C:5]([S:10][CH2:11][CH3:12])=[CH:4][N:3]=1.[NH2:13][C:14]1[CH:22]=[CH:21][C:20]([C:23]([F:26])([F:25])[F:24])=[CH:19][C:15]=1[C:16](O)=[O:17].N[C:28]1C(Br)=CC(C)=CC=1C(NNC1C(SCC)=NC=C(Cl)C=1)=O, predict the reaction product. The product is: [Cl:1][C:2]1[CH:7]=[C:6]([NH:8][N:9]2[C:16](=[O:17])[C:15]3[C:14](=[CH:22][CH:21]=[C:20]([C:23]([F:26])([F:25])[F:24])[CH:19]=3)[N:13]=[CH:28]2)[C:5]([S:10][CH2:11][CH3:12])=[CH:4][N:3]=1. (4) Given the reactants [NH2:1][C:2]1[C:11]2[C:6](=[N:7][C:8]([C:19]3[CH:24]=[CH:23][C:22]([Cl:25])=[CH:21][C:20]=3[Cl:26])=[C:9]([C:12]3[CH:17]=[CH:16][C:15]([Cl:18])=[CH:14][CH:13]=3)[CH:10]=2)[N:5]([CH2:27][CH:28]([CH3:30])[CH3:29])[C:4](=[O:31])[C:3]=1[Cl:32].[C:33](OC(=O)C)(=[O:35])[CH3:34].[O:40]1CCO[CH2:42][CH2:41]1, predict the reaction product. The product is: [C:33]([N:1]([C:2]1[C:11]2[C:6](=[N:7][C:8]([C:19]3[CH:24]=[CH:23][C:22]([Cl:25])=[CH:21][C:20]=3[Cl:26])=[C:9]([C:12]3[CH:13]=[CH:14][C:15]([Cl:18])=[CH:16][CH:17]=3)[CH:10]=2)[N:5]([CH2:27][CH:28]([CH3:29])[CH3:30])[C:4](=[O:31])[C:3]=1[Cl:32])[C:41](=[O:40])[CH3:42])(=[O:35])[CH3:34]. (5) Given the reactants Cl[CH:2]([Cl:4])C.[F:5][C:6]1[CH:14]=[CH:13][C:9]([C:10](Cl)=[O:11])=[CH:8][CH:7]=1.[O:15]1CCCOO1, predict the reaction product. The product is: [F:5][C:6]1[CH:14]=[CH:13][C:9]([C:10]([O:15][CH2:2][Cl:4])=[O:11])=[CH:8][CH:7]=1. (6) Given the reactants [CH2:1]([O:8][C@H:9]1[C@@:13]([CH2:39]OS(C2C=CC(C)=CC=2)(=O)=O)([CH2:14][O:15][C:16]([C:33]2[CH:38]=[CH:37][CH:36]=[CH:35][CH:34]=2)([C:25]2[CH:30]=[CH:29][C:28]([O:31][CH3:32])=[CH:27][CH:26]=2)[C:17]2[CH:22]=[CH:21][C:20]([O:23][CH3:24])=[CH:19][CH:18]=2)[O:12][C@@H:11]([N:51]2[CH:59]=[C:57]([CH3:58])[C:55](=[O:56])[NH:54][C:52]2=[O:53])[C@@H:10]1[OH:60])[C:2]1[CH:7]=[CH:6][CH:5]=[CH:4][CH:3]=1.[H-].[Na+].C(=O)([O-])O.[Na+].ClCCl, predict the reaction product. The product is: [CH2:1]([O:8][C@@H:9]1[C@H:10]2[O:60][CH2:39][C@:13]1([CH2:14][O:15][C:16]([C:33]1[CH:34]=[CH:35][CH:36]=[CH:37][CH:38]=1)([C:17]1[CH:22]=[CH:21][C:20]([O:23][CH3:24])=[CH:19][CH:18]=1)[C:25]1[CH:26]=[CH:27][C:28]([O:31][CH3:32])=[CH:29][CH:30]=1)[O:12][C@H:11]2[N:51]1[CH:59]=[C:57]([CH3:58])[C:55](=[O:56])[NH:54][C:52]1=[O:53])[C:2]1[CH:7]=[CH:6][CH:5]=[CH:4][CH:3]=1.